From a dataset of Full USPTO retrosynthesis dataset with 1.9M reactions from patents (1976-2016). Predict the reactants needed to synthesize the given product. (1) Given the product [CH:14]1([NH:20][C:21]([NH:22][C@H:23]2[CH2:24][O:25][C@@H:26]3[C@@H:30]([O:7][C:2]4[CH:3]=[CH:4][CH:5]=[CH:6][N:1]=4)[CH2:29][O:28][C@H:27]23)=[O:42])[CH2:15][CH2:16][CH2:17][CH2:18][CH2:19]1.[CH:14]1([NH:20][C:21]([NH:22][C@H:23]2[CH2:24][O:25][C@@H:26]3[C@@H:30]([N:1]4[CH:6]=[CH:5][CH:4]=[CH:3][C:2]4=[O:7])[CH2:29][O:28][C@H:27]23)=[O:42])[CH2:15][CH2:16][CH2:17][CH2:18][CH2:19]1, predict the reactants needed to synthesize it. The reactants are: [NH:1]1[CH:6]=[CH:5][CH:4]=[CH:3][C:2]1=[O:7].CC(C)([O-])C.[K+].[CH:14]1([NH:20][C:21](=[O:42])[NH:22][C@@H:23]2[C@H:27]3[O:28][CH2:29][C@@H:30](OS(C4C=CC(C)=CC=4)(=O)=O)[C@H:26]3[O:25][CH2:24]2)[CH2:19][CH2:18][CH2:17][CH2:16][CH2:15]1. (2) The reactants are: C([Mg]Br)(C)C.[Br:6][C:7]1[CH:12]=[CH:11][C:10](I)=[C:9]([CH3:14])[CH:8]=1.[O:15]=[C:16]1[CH2:21][CH2:20][CH:19]([C:22]([O:24][CH2:25][CH3:26])=[O:23])[CH2:18][CH2:17]1. Given the product [Br:6][C:7]1[CH:12]=[CH:11][C:10]([C:16]2([OH:15])[CH2:17][CH2:18][CH:19]([C:22]([O:24][CH2:25][CH3:26])=[O:23])[CH2:20][CH2:21]2)=[C:9]([CH3:14])[CH:8]=1, predict the reactants needed to synthesize it. (3) Given the product [F:36][C:35]([F:38])([F:37])[C:32]1[O:31][C:30]([CH2:29][N:1]2[C:9]3[C:4](=[CH:5][CH:6]=[CH:7][CH:8]=3)[C:3]3([C:13]4=[CH:14][C:15]5[O:19][CH2:18][O:17][C:16]=5[CH:20]=[C:12]4[O:11][CH2:10]3)[C:2]2=[O:21])=[CH:34][CH:33]=1, predict the reactants needed to synthesize it. The reactants are: [NH:1]1[C:9]2[C:4](=[CH:5][CH:6]=[CH:7][CH:8]=2)[C:3]2([C:13]3=[CH:14][C:15]4[O:19][CH2:18][O:17][C:16]=4[CH:20]=[C:12]3[O:11][CH2:10]2)[C:2]1=[O:21].C(=O)([O-])[O-].[Cs+].[Cs+].Br[CH2:29][C:30]1[O:31][C:32]([C:35]([F:38])([F:37])[F:36])=[CH:33][CH:34]=1. (4) Given the product [CH3:1][C:2]1[CH:3]=[CH:4][C:5]([S:8]([O:11][CH2:12][CH:13]2[CH2:17][C:16]3[CH:18]=[C:19]([Cl:30])[CH:20]=[C:21]([C:31]4[CH:36]=[CH:35][CH:34]=[CH:33][CH:32]=4)[C:15]=3[O:14]2)(=[O:10])=[O:9])=[CH:6][CH:7]=1, predict the reactants needed to synthesize it. The reactants are: [CH3:1][C:2]1[CH:7]=[CH:6][C:5]([S:8]([O:11][CH2:12][CH:13]2[CH2:17][C:16]3[CH:18]=[C:19]([Cl:30])[CH:20]=[C:21](OS(C(F)(F)F)(=O)=O)[C:15]=3[O:14]2)(=[O:10])=[O:9])=[CH:4][CH:3]=1.[C:31]1(B(O)O)[CH:36]=[CH:35][CH:34]=[CH:33][CH:32]=1.C(=O)([O-])[O-].[K+].[K+].C(C1C=CC=CC=1B1OC(C)(C)C(C)(C)O1)(C)C. (5) Given the product [O:22]1[CH:23]=[CH:24][CH:25]=[C:21]1[C:16]1[N:15]=[C:14]([NH2:26])[N:13]=[C:12]([NH:41][CH2:40][C:35]2[CH:36]=[CH:37][CH:38]=[CH:39][N:34]=2)[C:17]=1[N+:18]([O-:20])=[O:19], predict the reactants needed to synthesize it. The reactants are: CC1C=CC(S(O[C:12]2[C:17]([N+:18]([O-:20])=[O:19])=[C:16]([C:21]3[O:22][CH:23]=[CH:24][CH:25]=3)[N:15]=[C:14]([NH2:26])[N:13]=2)(=O)=O)=CC=1.C(N(CC)CC)C.[N:34]1[CH:39]=[CH:38][CH:37]=[CH:36][C:35]=1[CH2:40][NH2:41].O. (6) Given the product [F:1][C:2]1[CH:3]=[CH:4][C:5]([N:8]2[C:12]([CH2:13][CH:14]([CH3:15])[CH3:16])=[CH:11][C:10]([CH2:17][NH2:18])=[N:9]2)=[CH:6][CH:7]=1, predict the reactants needed to synthesize it. The reactants are: [F:1][C:2]1[CH:7]=[CH:6][C:5]([N:8]2[C:12]([CH2:13][CH:14]([CH3:16])[CH3:15])=[CH:11][C:10]([CH2:17][NH:18]O)=[N:9]2)=[CH:4][CH:3]=1.[H-].[Al+3].[Li+].[H-].[H-].[H-].O.S([O-])([O-])(=O)=O.[Na+].[Na+]. (7) Given the product [F:11][C:2]([F:1])([F:10])[C:3]1[C:7]([CH:8]=[O:9])=[CH:6][NH:5][N:4]=1, predict the reactants needed to synthesize it. The reactants are: [F:1][C:2]([F:11])([F:10])[C:3]1[C:7]([CH2:8][OH:9])=[CH:6][NH:5][N:4]=1. (8) Given the product [CH2:1]([N:3]1[C:7]2=[N:8][C:9]([CH2:49][CH3:50])=[C:10]([CH2:19][NH:20][C:21]([C:23]3[CH:28]=[CH:27][CH:26]=[C:25]([C:29]([NH:31][CH2:32][C:33]4[CH:34]=[C:35]([C:41]5[CH:46]=[CH:45][CH:44]=[C:43]([CH2:47][N:55]6[CH2:56][CH2:57][N:52]([CH3:51])[CH2:53][CH2:54]6)[CH:42]=5)[CH:36]=[CH:37][C:38]=4[O:39][CH3:40])=[O:30])[CH:24]=3)=[O:22])[C:11]([NH:12][CH:13]3[CH2:18][CH2:17][O:16][CH2:15][CH2:14]3)=[C:6]2[CH:5]=[N:4]1)[CH3:2], predict the reactants needed to synthesize it. The reactants are: [CH2:1]([N:3]1[C:7]2=[N:8][C:9]([CH2:49][CH3:50])=[C:10]([CH2:19][NH:20][C:21]([C:23]3[CH:28]=[CH:27][CH:26]=[C:25]([C:29]([NH:31][CH2:32][C:33]4[CH:34]=[C:35]([C:41]5[CH:46]=[CH:45][CH:44]=[C:43]([CH:47]=O)[CH:42]=5)[CH:36]=[CH:37][C:38]=4[O:39][CH3:40])=[O:30])[CH:24]=3)=[O:22])[C:11]([NH:12][CH:13]3[CH2:18][CH2:17][O:16][CH2:15][CH2:14]3)=[C:6]2[CH:5]=[N:4]1)[CH3:2].[CH3:51][N:52]1[CH2:57][CH2:56][NH:55][CH2:54][CH2:53]1.C(O[BH-](OC(=O)C)OC(=O)C)(=O)C.[Na+].CC(O)=O.